Dataset: Forward reaction prediction with 1.9M reactions from USPTO patents (1976-2016). Task: Predict the product of the given reaction. (1) The product is: [OH:8][CH:5]1[CH2:6][CH2:7][CH:2]([NH:1][C:9](=[O:10])[O:11][C:12]([CH3:15])([CH3:14])[CH3:13])[CH2:3][CH2:4]1. Given the reactants [NH2:1][CH:2]1[CH2:7][CH2:6][CH:5]([OH:8])[CH2:4][CH2:3]1.[C:9](O[C:9]([O:11][C:12]([CH3:15])([CH3:14])[CH3:13])=[O:10])([O:11][C:12]([CH3:15])([CH3:14])[CH3:13])=[O:10], predict the reaction product. (2) Given the reactants [CH3:1][N:2]1[CH2:7][CH2:6][N:5]([CH2:8][C:9]2[CH:14]=[CH:13][C:12]([N+:15]([O-])=O)=[CH:11][CH:10]=2)[CH2:4][CH2:3]1.CO.[H][H], predict the reaction product. The product is: [CH3:1][N:2]1[CH2:7][CH2:6][N:5]([CH2:8][C:9]2[CH:14]=[CH:13][C:12]([NH2:15])=[CH:11][CH:10]=2)[CH2:4][CH2:3]1. (3) Given the reactants O.[NH2:2][NH2:3].[Br:4][C:5]1[CH:6]=[C:7]2[C:12](=O)[O:11][C:9](=[O:10])[C:8]2=[CH:14][CH:15]=1.Cl, predict the reaction product. The product is: [Br:4][C:5]1[CH:6]=[C:7]2[C:8](=[CH:14][CH:15]=1)[C:9](=[O:10])[NH:3][NH:2][C:12]2=[O:11]. (4) Given the reactants [C:1](=O)([O-])[O-].[K+].[K+].FC(F)(F)C([N:11]=[S:12]([C:14]1[C:22]2[C:17](=[CH:18][C:19]([C:23]([N:25]3[CH2:30][CH2:29][O:28][CH2:27][CH2:26]3)=[O:24])=[CH:20][CH:21]=2)[N:16]([C:31]2[N:36]=[CH:35][C:34]([C:37]3[CH:42]=[CH:41][CH:40]=[CH:39][C:38]=3[F:43])=[CH:33][N:32]=2)[C:15]=1C)[O-:13])=O, predict the reaction product. The product is: [F:43][C:38]1[CH:39]=[CH:40][CH:41]=[CH:42][C:37]=1[C:34]1[CH:33]=[N:32][C:31]([N:16]2[C:17]3[C:22](=[CH:21][CH:20]=[C:19]([C:23]([N:25]4[CH2:26][CH2:27][O:28][CH2:29][CH2:30]4)=[O:24])[CH:18]=3)[C:14]([S:12]([CH3:1])(=[NH:11])=[O:13])=[CH:15]2)=[N:36][CH:35]=1. (5) Given the reactants [NH2:1][C:2]1[N:7]=[CH:6][C:5]([C:8]([N:10]2[C@@H:15]([CH3:16])[CH2:14][O:13][CH2:12][C@H:11]2[CH3:17])=[O:9])=[CH:4][CH:3]=1.Br[C:19]1[C:20](=[O:27])[N:21]([CH3:26])[CH:22]=[C:23]([Br:25])[CH:24]=1.CC1(C)C2C(=C(P(C3C=CC=CC=3)C3C=CC=CC=3)C=CC=2)OC2C(P(C3C=CC=CC=3)C3C=CC=CC=3)=CC=CC1=2.C([O-])([O-])=O.[Cs+].[Cs+], predict the reaction product. The product is: [Br:25][C:23]1[CH:24]=[C:19]([NH:1][C:2]2[CH:3]=[CH:4][C:5]([C:8]([N:10]3[C@@H:15]([CH3:16])[CH2:14][O:13][CH2:12][C@H:11]3[CH3:17])=[O:9])=[CH:6][N:7]=2)[C:20](=[O:27])[N:21]([CH3:26])[CH:22]=1. (6) Given the reactants [CH3:1][O:2][C:3](=[O:16])[CH2:4][S:5][C:6]1[C:11]([CH:12]=O)=[C:10]([Cl:14])[N:9]=[C:8]([NH2:15])[N:7]=1.C([O-])([O-])=O.[K+].[K+].O, predict the reaction product. The product is: [CH3:1][O:2][C:3]([C:4]1[S:5][C:6]2[N:7]=[C:8]([NH2:15])[N:9]=[C:10]([Cl:14])[C:11]=2[CH:12]=1)=[O:16]. (7) Given the reactants [Cl:1][C:2]1[CH:3]=[C:4]2[C:9](=[CH:10][CH:11]=1)[CH2:8][N:7]([C:12]([O:14][CH2:15][C@@:16]([OH:28])([CH3:27])[CH2:17][N:18]1[CH:22]=[C:21]([N+:23]([O-:25])=[O:24])[N:20]=[C:19]1Cl)=[O:13])[CH2:6][CH2:5]2.[H-].[Na+], predict the reaction product. The product is: [Cl:1][C:2]1[CH:3]=[C:4]2[C:9](=[CH:10][CH:11]=1)[CH2:8][N:7]([C:12]([O:14][CH2:15][C@:16]1([CH3:27])[O:28][C:19]3=[N:20][C:21]([N+:23]([O-:25])=[O:24])=[CH:22][N:18]3[CH2:17]1)=[O:13])[CH2:6][CH2:5]2. (8) Given the reactants [O:1]=[C:2]([C:4]1[CH:8]=[C:7]([C:9]2[N:14]=[CH:13][CH:12]=[CH:11][N:10]=2)[O:6][N:5]=1)[CH3:3].[BH4-].[Na+].O, predict the reaction product. The product is: [OH:1][CH:2]([C:4]1[CH:8]=[C:7]([C:9]2[N:14]=[CH:13][CH:12]=[CH:11][N:10]=2)[O:6][N:5]=1)[CH3:3]. (9) The product is: [CH3:34][C:30]1[CH:31]=[C:32]2[C:27](=[CH:28][CH:29]=1)[CH:26]=[N:25][C:24]([NH:21][C:22]1[O:13][C@:5]3([CH2:4][N:3]=1)[CH:10]1[CH2:9][CH2:8][N:7]([CH2:12][CH2:11]1)[CH2:6]3)=[CH:33]2.[OH:13][C@:5]1([CH2:4][NH:3][C:22]([NH:21][C:24]2[N:25]=[CH:26][C:27]3[C:32]([CH:33]=2)=[CH:31][C:30]([CH3:34])=[CH:29][CH:28]=3)=[S:23])[CH:10]2[CH2:9][CH2:8][N:7]([CH2:12][CH2:11]2)[CH2:6]1. Given the reactants Cl.Cl.[NH2:3][CH2:4][C@@:5]1([OH:13])[CH:10]2[CH2:11][CH2:12][N:7]([CH2:8][CH2:9]2)[CH2:6]1.C(N(CC)CC)C.[N:21]([C:24]1[N:25]=[CH:26][C:27]2[C:32]([CH:33]=1)=[CH:31][C:30]([CH3:34])=[CH:29][CH:28]=2)=[C:22]=[S:23].C(N=C=NC(C)C)(C)C, predict the reaction product.